This data is from Forward reaction prediction with 1.9M reactions from USPTO patents (1976-2016). The task is: Predict the product of the given reaction. (1) Given the reactants [Mg].BrC(Br)C.C(Cl)(C)C.Br[C:11]1[CH:12]=[N:13][CH:14]=[CH:15][CH:16]=1.[CH2:17]([N:24]1[CH2:29][CH2:28][C:27](=[O:30])[CH2:26][CH2:25]1)[C:18]1[CH:23]=[CH:22][CH:21]=[CH:20][CH:19]=1, predict the reaction product. The product is: [CH2:17]([N:24]1[CH2:29][CH2:28][C:27]([C:11]2[CH:12]=[N:13][CH:14]=[CH:15][CH:16]=2)([OH:30])[CH2:26][CH2:25]1)[C:18]1[CH:19]=[CH:20][CH:21]=[CH:22][CH:23]=1. (2) Given the reactants [H-].[Na+].[CH3:3][NH:4][C:5]1[C:10]([C:11]#[N:12])=[CH:9][N:8]=[CH:7][CH:6]=1.Br[CH2:14][C:15]([O:17][CH2:18][CH3:19])=[O:16], predict the reaction product. The product is: [CH2:18]([O:17][C:15]([C:14]1[N:4]([CH3:3])[C:5]2[CH:6]=[CH:7][N:8]=[CH:9][C:10]=2[C:11]=1[NH2:12])=[O:16])[CH3:19]. (3) The product is: [CH:24]1([C:9]2([CH2:1][CH2:2][C:7]3[CH:6]=[C:5]([CH2:4][CH3:3])[N:45]=[C:46]([CH2:47][CH3:42])[CH:48]=3)[O:23][C:21](=[O:80])[C:16]([CH2:17][C:18]3[N:100]=[C:93]4[N:92]=[C:69]([CH3:70])[CH:68]=[C:67]([CH3:66])[N:94]4[N:98]=3)=[C:15]([OH:22])[CH2:10]2)[CH2:52][CH2:56][CH2:55][CH2:57]1. Given the reactants [C:1]([C@@:9]([C:24](O)=O)([OH:23])[C@@:10]([C:15](=[O:22])[C:16]1[CH:21]=CC=[CH:18][CH:17]=1)(O)C(O)=O)(=O)[C:2]1[CH:7]=[CH:6][CH:5]=[CH:4][CH:3]=1.C1(C2(CC[C:42]3[CH:47]=[C:46]([CH2:48]C)[N:45]=C(CC)C=3)OC(=O)C=C(O)C2)CCCC1.[CH:52]1[CH:56]=[C:55]([CH2:57]N(CCBr)CCBr)SC=1.Br.[CH3:66][CH:67]1O[CH2:70][CH2:69][CH2:68]1.C([O-])(O)=O.[Na+].C(O)(=O)CC(CC(O)=O)(C(O)=O)[OH:80].CC1C=C(C)[N:94]2[N:98]=C(C=O)[N:100]=[C:93]2[N:92]=1, predict the reaction product. (4) Given the reactants [CH3:1][CH2:2][CH2:3][CH2:4][CH2:5][N:6]([CH2:8][CH2:9][C:10]([P:16]([OH:19])([OH:18])=[O:17])([P:12]([OH:15])([OH:14])=[O:13])[OH:11])[CH3:7].C(=O)([O-])O.[Na+:24], predict the reaction product. The product is: [CH3:1][CH2:2][CH2:3][CH2:4][CH2:5][N:6]([CH2:8][CH2:9][C:10]([P:16]([O-:19])([OH:18])=[O:17])([P:12]([OH:15])([OH:14])=[O:13])[OH:11])[CH3:7].[Na+:24]. (5) Given the reactants [N:1]1[CH:6]=[CH:5][C:4]([C:7]2[CH:15]=[CH:14][C:10]([C:11]([OH:13])=O)=[CH:9][CH:8]=2)=[CH:3][CH:2]=1.O.ON1C2C=CC=CC=2N=N1.Cl.CN(C)CCCN=C=NCC.[Cl:39][C:40]1[CH:41]=[CH:42][C:43]2[O:47][C:46]([S:48]([N:51]3[CH2:56][CH2:55][NH:54][CH2:53][CH2:52]3)(=[O:50])=[O:49])=[CH:45][C:44]=2[CH:57]=1, predict the reaction product. The product is: [Cl:39][C:40]1[CH:41]=[CH:42][C:43]2[O:47][C:46]([S:48]([N:51]3[CH2:56][CH2:55][N:54]([C:11](=[O:13])[C:10]4[CH:9]=[CH:8][C:7]([C:4]5[CH:3]=[CH:2][N:1]=[CH:6][CH:5]=5)=[CH:15][CH:14]=4)[CH2:53][CH2:52]3)(=[O:49])=[O:50])=[CH:45][C:44]=2[CH:57]=1. (6) Given the reactants CS([C:4]1[N:9]=[CH:8][C:7]2=[CH:10][CH:11]=[C:12]([C:13]3[CH:18]=[CH:17][CH:16]=[CH:15][C:14]=3[O:19][CH3:20])[N:6]2[N:5]=1)=O.[O:21]1[C:25]2[CH:26]=[CH:27][C:28]([NH2:30])=[CH:29][C:24]=2[O:23][CH2:22]1, predict the reaction product. The product is: [O:21]1[C:25]2[CH:26]=[CH:27][C:28]([NH:30][C:4]3[N:9]=[CH:8][C:7]4=[CH:10][CH:11]=[C:12]([C:13]5[CH:18]=[CH:17][CH:16]=[CH:15][C:14]=5[O:19][CH3:20])[N:6]4[N:5]=3)=[CH:29][C:24]=2[O:23][CH2:22]1. (7) Given the reactants [CH3:1][O:2][C:3]1[CH:8]=[CH:7][C:6]([C:9]([CH3:15])([CH3:14])[C:10]([O:12]C)=[O:11])=[CH:5][C:4]=1[N+:16]([O-:18])=[O:17].[OH-].[Na+].C(O)C, predict the reaction product. The product is: [CH3:1][O:2][C:3]1[CH:8]=[CH:7][C:6]([C:9]([CH3:15])([CH3:14])[C:10]([OH:12])=[O:11])=[CH:5][C:4]=1[N+:16]([O-:18])=[O:17]. (8) Given the reactants [Br:1][C:2]1[CH:9]=[CH:8][C:5]([CH:6]=[O:7])=[CH:4][CH:3]=1.[CH:10]([Mg]Cl)([CH3:12])[CH3:11].[NH4+].[Cl-], predict the reaction product. The product is: [Br:1][C:2]1[CH:9]=[CH:8][C:5]([CH:6]([OH:7])[CH:10]([CH3:12])[CH3:11])=[CH:4][CH:3]=1. (9) Given the reactants [CH2:1]=[CH:2][C:3]1[CH:8]=[CH:7][CH:6]=[CH:5][CH:4]=1.[CH3:9][C:10]([C:12]1[CH:17]=[CH:16][CH:15]=[CH:14][CH:13]=1)=[CH2:11], predict the reaction product. The product is: [CH3:9][C:6]1[CH:7]=[CH:8][C:3]([CH:2]=[CH2:1])=[CH:4][CH:5]=1.[CH3:11][C:10]([C:12]1[CH:17]=[CH:16][CH:15]=[CH:14][CH:13]=1)=[CH2:9].